This data is from TCR-epitope binding with 47,182 pairs between 192 epitopes and 23,139 TCRs. The task is: Binary Classification. Given a T-cell receptor sequence (or CDR3 region) and an epitope sequence, predict whether binding occurs between them. (1) The epitope is KLWAQCVQL. The TCR CDR3 sequence is CASSPGTATWSPLHF. Result: 1 (the TCR binds to the epitope). (2) The TCR CDR3 sequence is CASSQDEGELKLFF. Result: 0 (the TCR does not bind to the epitope). The epitope is YLQPRTFLL. (3) Result: 1 (the TCR binds to the epitope). The epitope is FLPRVFSAV. The TCR CDR3 sequence is CASGMGEGTNEKLFF. (4) The epitope is ILHCANFNV. The TCR CDR3 sequence is CASTGQRTGHNEQFF. Result: 1 (the TCR binds to the epitope).